From a dataset of Catalyst prediction with 721,799 reactions and 888 catalyst types from USPTO. Predict which catalyst facilitates the given reaction. (1) Reactant: CC[O:3][C:4]([CH:6]1[CH2:11][N:10]([C:12]([O:14][C:15]([CH3:18])([CH3:17])[CH3:16])=[O:13])[C:9]2[CH:19]=[C:20]([Cl:28])[C:21]([N:23]([CH2:26][CH3:27])[CH2:24][CH3:25])=[CH:22][C:8]=2[O:7]1)=[O:5].O[Li].O. Product: [C:15]([O:14][C:12]([N:10]1[C:9]2[CH:19]=[C:20]([Cl:28])[C:21]([N:23]([CH2:26][CH3:27])[CH2:24][CH3:25])=[CH:22][C:8]=2[O:7][CH:6]([C:4]([OH:5])=[O:3])[CH2:11]1)=[O:13])([CH3:17])([CH3:18])[CH3:16]. The catalyst class is: 20. (2) Reactant: [C:1]([C:5]1[CH:6]=[C:7]([NH2:10])[NH:8][N:9]=1)([CH3:4])([CH3:3])[CH3:2].C(=O)([O-])[O-].[K+].[K+].Br[C:18]1[CH:19]=[C:20]([OH:25])[CH:21]=[C:22]([CH3:24])[CH:23]=1.CN(C)[C@@H]1CCCC[C@H]1N. Product: [NH2:10][C:7]1[N:8]([C:18]2[CH:19]=[C:20]([OH:25])[CH:21]=[C:22]([CH3:24])[CH:23]=2)[N:9]=[C:5]([C:1]([CH3:4])([CH3:3])[CH3:2])[CH:6]=1. The catalyst class is: 205. (3) Reactant: [O:1]1[CH:5]=[CH:4][CH:3]=[C:2]1[CH2:6][CH2:7][C:8]1[CH:15]=[CH:14][C:11]([CH:12]=O)=[CH:10][CH:9]=1.[N+:16]([CH3:19])([O-:18])=[O:17].C([O-])(=O)C.[NH4+]. Product: [O:1]1[CH:5]=[CH:4][CH:3]=[C:2]1[CH2:6][CH2:7][C:8]1[CH:15]=[CH:14][C:11](/[CH:12]=[CH:19]/[N+:16]([O-:18])=[O:17])=[CH:10][CH:9]=1. The catalyst class is: 15. (4) Reactant: I[CH2:2][C:3]1[CH:8]=[CH:7][C:6]([CH2:9][CH2:10][CH3:11])=[CH:5][CH:4]=1.[C-:12]#[N:13].[Na+].S([O-])([O-])(=O)=O.[Mg+2]. Product: [CH2:9]([C:6]1[CH:7]=[CH:8][C:3]([CH2:2][C:12]#[N:13])=[CH:4][CH:5]=1)[CH2:10][CH3:11]. The catalyst class is: 9. (5) Product: [Cl:17][C:18]1[CH:24]=[C:23]([F:25])[CH:22]=[CH:21][C:19]=1[NH:20][C:6]([C:5]1[CH:16]=[C:2]([CH3:1])[NH:3][N:4]=1)=[O:15]. The catalyst class is: 24. Reactant: [CH3:1][C:2]1[CH:16]=[C:5]2[C:6](=[O:15])[N:4]3[N:3]=[C:2]([CH3:1])[CH:16]=[C:5]3[C:6](=[O:15])[N:4]2[N:3]=1.[Cl:17][C:18]1[CH:24]=[C:23]([F:25])[CH:22]=[CH:21][C:19]=1[NH2:20].CCCC(C)C. (6) Reactant: [Cl:1][C:2]1[CH:7]=[CH:6][N:5]=[C:4]2[C:8](I)=[CH:9][N:10]([C:11]([O:13][C:14]([CH3:17])([CH3:16])[CH3:15])=[O:12])[C:3]=12.Cl.[NH2:20][C@H:21]1[CH2:26][CH2:25][O:24][CH2:23][C@@H:22]1[OH:27].CC1(C)C2C(=C(P(C3C=CC=CC=3)C3C=CC=CC=3)C=CC=2)[O:49][C:31]2C(P(C3C=CC=CC=3)C3C=CC=CC=3)=CC=CC1=2. Product: [Cl:1][C:2]1[CH:7]=[CH:6][N:5]=[C:4]2[C:8]([C:31](=[O:49])[NH:20][C@H:21]3[CH2:26][CH2:25][O:24][CH2:23][C@@H:22]3[OH:27])=[CH:9][N:10]([C:11]([O:13][C:14]([CH3:17])([CH3:16])[CH3:15])=[O:12])[C:3]=12. The catalyst class is: 718.